This data is from Reaction yield outcomes from USPTO patents with 853,638 reactions. The task is: Predict the reaction yield, written as a fraction of the theoretical maximum amount of product (1.0 means a 100% yield; for example, 0.34 means a 34% yield). (1) The reactants are [C:1]1([CH:7]([C:28]2[CH:33]=[CH:32][CH:31]=[CH:30][CH:29]=2)[N:8]2[C:16]3[C:11](=[CH:12][CH:13]=[CH:14][CH:15]=3)[C:10](O)([C:17]3[CH:22]=[CH:21][C:20]([O:23][CH3:24])=[CH:19][C:18]=3[OH:25])[C:9]2=[O:27])[CH:6]=[CH:5][CH:4]=[CH:3][CH:2]=1.FC(F)(F)C(O)=O.C([SiH](CC)CC)C. The catalyst is ClCCl. The product is [C:28]1([CH:7]([C:1]2[CH:6]=[CH:5][CH:4]=[CH:3][CH:2]=2)[N:8]2[C:16]3[C:11](=[CH:12][CH:13]=[CH:14][CH:15]=3)[CH:10]([C:17]3[CH:22]=[CH:21][C:20]([O:23][CH3:24])=[CH:19][C:18]=3[OH:25])[C:9]2=[O:27])[CH:29]=[CH:30][CH:31]=[CH:32][CH:33]=1. The yield is 0.270. (2) The reactants are [C:1]([C:5]1[CH:6]=[C:7](B(O)O)[CH:8]=[CH:9][CH:10]=1)([CH3:4])([CH3:3])[CH3:2].Br[C:15]1[CH:21]=[C:20]([C:22]([CH3:25])([CH3:24])[CH3:23])[CH:19]=[CH:18][C:16]=1[NH2:17].C1(P(C2C=CC=CC=2)C2C=CC=CC=2)C=CC=CC=1.C(=O)([O-])[O-].[K+].[K+]. The catalyst is COCCOC.C([O-])(=O)C.[Pd+2].C([O-])(=O)C. The product is [NH2:17][C:16]1[CH:18]=[CH:19][C:20]([C:22]([CH3:25])([CH3:24])[CH3:23])=[CH:21][C:15]=1[C:9]1[CH:8]=[CH:7][CH:6]=[C:5]([C:1]([CH3:4])([CH3:3])[CH3:2])[CH:10]=1. The yield is 0.570. (3) The reactants are [Cl:1][C:2]1[CH:7]=[CH:6][C:5]([CH:8]2[CH:12]=[CH:11][C:10]([C:13](=[O:15])[CH3:14])=[C:9]2[CH3:16])=[CH:4][CH:3]=1.[Br:17]Br. The catalyst is C(O)(=O)C.Br. The product is [Br:17][CH2:14][C:13]([C:10]1[CH:11]=[CH:12][CH:8]([C:5]2[CH:4]=[CH:3][C:2]([Cl:1])=[CH:7][CH:6]=2)[C:9]=1[CH3:16])=[O:15]. The yield is 0.370. (4) The reactants are [C:1]([C:4]1[S:5][C:6]([CH3:9])=[CH:7][CH:8]=1)(=O)[CH3:2].[NH2:10][C:11]1[CH:18]=[CH:17][CH:16]=[CH:15][C:12]=1[CH:13]=O. No catalyst specified. The product is [CH3:9][C:6]1[S:5][C:4]([C:1]2[CH:2]=[CH:13][C:12]3[C:11](=[CH:18][CH:17]=[CH:16][CH:15]=3)[N:10]=2)=[CH:8][CH:7]=1. The yield is 0.740. (5) The reactants are Cl[C:2]1[N:7]=[C:6]([NH:8][C:9]2[CH:14]=[CH:13][C:12]3[O:15][CH2:16][CH2:17][O:18][C:11]=3[CH:10]=2)[C:5]([F:19])=[CH:4][N:3]=1.[CH:20](N(CC)C(C)C)(C)C.[CH2:29]([O:33][C:34]1[CH:40]=[CH:39][C:37](N)=[CH:36][CH:35]=1)[CH2:30][CH2:31][CH3:32]. The catalyst is C(O)CO. The product is [CH2:29]([O:33][C:34]1[CH:40]=[CH:39][C:37]([NH:7][C:2]2[CH:20]=[C:6]([NH:8][C:9]3[CH:14]=[CH:13][C:12]4[O:15][CH2:16][CH2:17][O:18][C:11]=4[CH:10]=3)[C:5]([F:19])=[CH:4][N:3]=2)=[CH:36][CH:35]=1)[CH2:30][CH2:31][CH3:32]. The yield is 0.490. (6) The reactants are N1CCCCC1.[CH3:7][O:8][C:9]1[CH:10]=[C:11]([CH:14]=[CH:15][C:16]=1[N:17]1[CH:21]=[C:20]([CH3:22])[N:19]=[CH:18]1)[CH:12]=O.[CH3:23][O:24][C:25]1[CH:30]=[CH:29][C:28]([N:31]2[C:35](=[O:36])[CH2:34][NH:33][C:32]2=[S:37])=[CH:27][CH:26]=1. The catalyst is C(O)C. The product is [CH3:7][O:8][C:9]1[CH:10]=[C:11]([CH:14]=[CH:15][C:16]=1[N:17]1[CH:21]=[C:20]([CH3:22])[N:19]=[CH:18]1)/[CH:12]=[C:34]1/[C:35](=[O:36])[N:31]([C:28]2[CH:27]=[CH:26][C:25]([O:24][CH3:23])=[CH:30][CH:29]=2)[C:32](=[S:37])[NH:33]/1. The yield is 0.470. (7) The catalyst is CS(C)=O.[Cu](I)I. The reactants are I[C:2]1[CH:3]=[C:4]([CH2:13][OH:14])[CH:5]=[C:6]2[C:11]=1[N:10]=[CH:9][C:8]([CH3:12])=[CH:7]2.[CH3:15][S:16]([O-:18])=[O:17].[Na+].[Na+].N1CCC[C@H]1C([O-])=O. The product is [CH3:15][S:16]([C:2]1[CH:3]=[C:4]([CH2:13][OH:14])[CH:5]=[C:6]2[C:11]=1[N:10]=[CH:9][C:8]([CH3:12])=[CH:7]2)(=[O:18])=[O:17]. The yield is 0.600.